Dataset: Reaction yield outcomes from USPTO patents with 853,638 reactions. Task: Predict the reaction yield, written as a fraction of the theoretical maximum amount of product (1.0 means a 100% yield; for example, 0.34 means a 34% yield). (1) The reactants are [CH3:1][O:2][C:3]1[CH:22]=[CH:21][C:6]([CH2:7][O:8][C:9]2[CH:16]=[CH:15][C:14]([C:17]([F:20])([F:19])[F:18])=[CH:13][C:10]=2[CH:11]=[O:12])=[CH:5][CH:4]=1.C(N(CC)CC)C.[CH:30]([C:32]([CH3:34])=[O:33])=[CH2:31].[Br-].C([N+]1C(CC)=C(CCO)SC=1)C. The catalyst is CCO.CCOC(C)=O. The product is [F:20][C:17]([F:18])([F:19])[C:14]1[CH:15]=[CH:16][C:9]([O:8][CH2:7][C:6]2[CH:5]=[CH:4][C:3]([O:2][CH3:1])=[CH:22][CH:21]=2)=[C:10]([C:11](=[O:12])[CH2:31][CH2:30][C:32](=[O:33])[CH3:34])[CH:13]=1. The yield is 0.500. (2) The reactants are [S:1]1[C:9]2[CH:8]=[C:7]([C:10]([O:12]C)=[O:11])[N:6]=[CH:5][C:4]=2[CH:3]=[CH:2]1.[OH-].[Na+]. The catalyst is CO.O. The product is [S:1]1[C:9]2[CH:8]=[C:7]([C:10]([OH:12])=[O:11])[N:6]=[CH:5][C:4]=2[CH:3]=[CH:2]1. The yield is 0.430. (3) The reactants are [O:1]1[C:5]2[CH:6]=[CH:7][CH:8]=[CH:9][C:4]=2[CH:3]=[C:2]1[C:10]([NH:12][C:13]1[S:14][CH:15]=[C:16](OS(C(F)(F)F)(=O)=O)[C:17]=1[C:18]([O:20]C(C)(C)C)=[O:19])=[O:11].[CH3:33][C:34]1[CH:39]=[CH:38][C:37](B(O)O)=[CH:36][C:35]=1[N+:43]([O-:45])=[O:44].C(=O)([O-])[O-].[Na+].[Na+].C(O)C. The catalyst is C1C=CC([P]([Pd]([P](C2C=CC=CC=2)(C2C=CC=CC=2)C2C=CC=CC=2)([P](C2C=CC=CC=2)(C2C=CC=CC=2)C2C=CC=CC=2)[P](C2C=CC=CC=2)(C2C=CC=CC=2)C2C=CC=CC=2)(C2C=CC=CC=2)C2C=CC=CC=2)=CC=1.O.C1(C)C=CC=CC=1. The product is [O:1]1[C:5]2[CH:6]=[CH:7][CH:8]=[CH:9][C:4]=2[CH:3]=[C:2]1[C:10]([NH:12][C:13]1[S:14][CH:15]=[C:16]([C:37]2[CH:38]=[CH:39][C:34]([CH3:33])=[C:35]([N+:43]([O-:45])=[O:44])[CH:36]=2)[C:17]=1[C:18]([OH:20])=[O:19])=[O:11]. The yield is 0.430. (4) The reactants are Cl[C:2]1[N:7]2[N:8]=[CH:9][C:10]([C:11]([O:13][CH2:14][CH3:15])=[O:12])=[C:6]2[N:5]=[CH:4][C:3]=1[C:16]([N:18]1[CH2:23][CH2:22][C:21]2([C:31]3[C:26](=[CH:27][CH:28]=[CH:29][CH:30]=3)[CH:25]=[CH:24]2)[CH2:20][CH2:19]1)=[O:17].[F:32][C:33]1[CH:39]=[CH:38][C:36]([NH2:37])=[C:35]([CH3:40])[CH:34]=1. No catalyst specified. The product is [CH2:14]([O:13][C:11]([C:10]1[CH:9]=[N:8][N:7]2[C:2]([NH:37][C:36]3[CH:38]=[CH:39][C:33]([F:32])=[CH:34][C:35]=3[CH3:40])=[C:3]([C:16]([N:18]3[CH2:19][CH2:20][C:21]4([C:31]5[C:26](=[CH:27][CH:28]=[CH:29][CH:30]=5)[CH:25]=[CH:24]4)[CH2:22][CH2:23]3)=[O:17])[CH:4]=[N:5][C:6]=12)=[O:12])[CH3:15]. The yield is 0.880. (5) The reactants are [CH2:1]([O:8][C:9]1[CH:18]=[C:17]2[C:12]([CH:13]=[CH:14][C:15]([OH:19])=[CH:16]2)=[CH:11][C:10]=1[C:20]1[N:21]=[N:22][C:23]([N:26]([CH3:37])[CH:27]2[CH2:32][C:31]([CH3:34])([CH3:33])[NH:30][C:29]([CH3:36])([CH3:35])[CH2:28]2)=[CH:24][CH:25]=1)[C:2]1[CH:7]=[CH:6][CH:5]=[CH:4][CH:3]=1.[Br:38]N1C(=O)CCC1=O. The catalyst is CN(C=O)C. The product is [CH2:1]([O:8][C:9]1[CH:18]=[C:17]2[C:12]([CH:13]=[CH:14][C:15]([OH:19])=[C:16]2[Br:38])=[CH:11][C:10]=1[C:20]1[N:21]=[N:22][C:23]([N:26]([CH3:37])[CH:27]2[CH2:32][C:31]([CH3:33])([CH3:34])[NH:30][C:29]([CH3:36])([CH3:35])[CH2:28]2)=[CH:24][CH:25]=1)[C:2]1[CH:3]=[CH:4][CH:5]=[CH:6][CH:7]=1. The yield is 0.290.